From a dataset of Forward reaction prediction with 1.9M reactions from USPTO patents (1976-2016). Predict the product of the given reaction. (1) Given the reactants [CH3:1][O:2][C:3]([C:5]1[S:6][C:7]([C:14]([OH:16])=O)=[CH:8][C:9]=1[C:10]([F:13])([F:12])[F:11])=[O:4].C(N(CC)CC)C.CN(C(ON1N=NC2C=CC=CC1=2)=[N+](C)C)C.F[P-](F)(F)(F)(F)F.C1C=CC2N(O)N=NC=2C=1.[NH:58]1[C:66]2[C:61](=[C:62]([CH2:67][NH2:68])[CH:63]=[CH:64][CH:65]=2)[CH:60]=[N:59]1, predict the reaction product. The product is: [CH3:1][O:2][C:3]([C:5]1[S:6][C:7]([C:14](=[O:16])[NH:68][CH2:67][C:62]2[CH:63]=[CH:64][CH:65]=[C:66]3[C:61]=2[CH:60]=[N:59][NH:58]3)=[CH:8][C:9]=1[C:10]([F:11])([F:12])[F:13])=[O:4]. (2) Given the reactants Cl[C:2]1[N:7]=[C:6]([C:8]2[C:16]3[C:11](=[CH:12][CH:13]=[CH:14][CH:15]=3)[N:10]([S:17]([C:20]3[CH:25]=[CH:24][CH:23]=[CH:22][CH:21]=3)(=[O:19])=[O:18])[CH:9]=2)[C:5]([Cl:26])=[CH:4][N:3]=1.[Si:27]([O:34][CH:35]1[CH2:40][CH:39]([NH2:41])[CH2:38][CH:37]([NH2:42])[CH2:36]1)([C:30]([CH3:33])([CH3:32])[CH3:31])([CH3:29])[CH3:28].CCN(C(C)C)C(C)C, predict the reaction product. The product is: [Si:27]([O:34][CH:35]1[CH2:36][CH:37]([NH:42][C:2]2[N:7]=[C:6]([C:8]3[C:16]4[C:11](=[CH:12][CH:13]=[CH:14][CH:15]=4)[N:10]([S:17]([C:20]4[CH:25]=[CH:24][CH:23]=[CH:22][CH:21]=4)(=[O:18])=[O:19])[CH:9]=3)[C:5]([Cl:26])=[CH:4][N:3]=2)[CH2:38][CH:39]([NH2:41])[CH2:40]1)([C:30]([CH3:33])([CH3:32])[CH3:31])([CH3:29])[CH3:28]. (3) Given the reactants [CH3:1][C:2]1[CH:11]=[CH:10][C:9]2[C:4](=[CH:5][CH:6]=[CH:7][C:8]=2[O:12][CH2:13][CH2:14][N:15]2[CH2:20][CH2:19][C:18](=[CH:21][C:22]3[CH:30]=[C:29]4[C:25]([CH2:26][C:27](=[O:31])[NH:28]4)=[CH:24][CH:23]=3)[CH2:17][CH2:16]2)[N:3]=1.C([O-])=O.[NH4+], predict the reaction product. The product is: [CH3:1][C:2]1[CH:11]=[CH:10][C:9]2[C:4](=[CH:5][CH:6]=[CH:7][C:8]=2[O:12][CH2:13][CH2:14][N:15]2[CH2:20][CH2:19][CH:18]([CH2:21][C:22]3[CH:30]=[C:29]4[C:25]([CH2:26][C:27](=[O:31])[NH:28]4)=[CH:24][CH:23]=3)[CH2:17][CH2:16]2)[N:3]=1. (4) The product is: [NH2:8][C:9]1[S:10][C@:11]2([C:39]([N:67]3[CH2:72][CH2:71][O:70][CH2:69][CH2:68]3)=[O:40])[C@H:13]([C@:14]([C:17]3[CH:22]=[C:21]([NH:23][C:24]([C:26]4[CH:31]=[N:30][C:29]([O:32][CH2:33][C:34]([F:36])([F:35])[F:37])=[CH:28][N:27]=4)=[O:25])[CH:20]=[CH:19][C:18]=3[F:38])([CH3:16])[N:15]=1)[CH2:12]2. Given the reactants C(OC([N:8](COCC[Si](C)(C)C)[C:9]1[S:10][C@:11]2([C:39](O)=[O:40])[C@H:13]([C@:14]([C:17]3[CH:22]=[C:21]([NH:23][C:24]([C:26]4[CH:31]=[N:30][C:29]([O:32][CH2:33][C:34]([F:37])([F:36])[F:35])=[CH:28][N:27]=4)=[O:25])[CH:20]=[CH:19][C:18]=3[F:38])([CH3:16])[N:15]=1)[CH2:12]2)=O)(C)(C)C.ClC(N(C)C)=C(C)C.C(N(CC)C(C)C)(C)C.[NH:67]1[CH2:72][CH2:71][O:70][CH2:69][CH2:68]1.O.C1(C)C=CC(S(O)(=O)=O)=CC=1, predict the reaction product.